Predict the reactants needed to synthesize the given product. From a dataset of Full USPTO retrosynthesis dataset with 1.9M reactions from patents (1976-2016). (1) Given the product [Cl:1][C:2]1[C:3]([CH3:19])=[N:4][O:5][C:6]=1[NH:7][S:8]([C:11]1[CH:15]=[C:14]([CH3:21])[S:13][C:12]=1[C:16]([OH:18])=[O:17])(=[O:10])=[O:9], predict the reactants needed to synthesize it. The reactants are: [Cl:1][C:2]1[C:3]([CH3:19])=[N:4][O:5][C:6]=1[NH:7][S:8]([C:11]1[CH:15]=[CH:14][S:13][C:12]=1[C:16]([OH:18])=[O:17])(=[O:10])=[O:9].[Li][CH2:21]CCC.IC. (2) Given the product [Si:31]([O:30][CH2:29][CH2:28][N:11]1[CH2:12][CH2:13][CH2:14][C:15](=[O:18])[C:16]2=[CH:17][N:8]([CH2:7][C:6]3[CH:5]=[CH:4][C:3]([O:2][CH3:1])=[CH:20][CH:19]=3)[N:9]=[C:10]12)([C:34]([CH3:37])([CH3:36])[CH3:35])([CH3:33])[CH3:32], predict the reactants needed to synthesize it. The reactants are: [CH3:1][O:2][C:3]1[CH:20]=[CH:19][C:6]([CH2:7][N:8]2[CH:17]=[C:16]3[C:10]([NH:11][CH2:12][CH2:13][CH2:14][C:15]3=[O:18])=[N:9]2)=[CH:5][CH:4]=1.CC([O-])(C)C.[K+].Br[CH2:28][CH2:29][O:30][Si:31]([C:34]([CH3:37])([CH3:36])[CH3:35])([CH3:33])[CH3:32].O. (3) Given the product [CH3:19][O:20][CH2:21][CH2:22][N:23]([CH3:24])[C:2]1[CH:7]=[C:6]([NH2:8])[C:5]([N+:9]([O-:11])=[O:10])=[CH:4][N:3]=1, predict the reactants needed to synthesize it. The reactants are: Cl[C:2]1[CH:7]=[C:6]([NH2:8])[C:5]([N+:9]([O-:11])=[O:10])=[CH:4][N:3]=1.C(N(CC)CC)C.[CH3:19][O:20][CH2:21][CH2:22][NH:23][CH3:24]. (4) Given the product [CH2:16]([N:13]1[CH2:14][CH2:15][C:10]([S:23]([C:26]2[CH:31]=[CH:30][C:29]([C:66]3[CH:67]=[CH:68][C:69]([O:72][C:73]([F:77])([F:78])[CH:74]([F:76])[F:75])=[CH:70][CH:71]=3)=[CH:28][CH:27]=2)(=[O:25])=[O:24])([C:8]([O:7][C:3]([CH3:5])([CH3:4])[CH3:6])=[O:9])[CH2:11][CH2:12]1)[C:17]1[CH:22]=[CH:21][CH:20]=[CH:19][CH:18]=1, predict the reactants needed to synthesize it. The reactants are: N#N.[C:3]([O:7][C:8]([C:10]1([S:23]([C:26]2[CH:31]=[CH:30][C:29](B3OC(C)(C)C(C)(C)O3)=[CH:28][CH:27]=2)(=[O:25])=[O:24])[CH2:15][CH2:14][N:13]([CH2:16][C:17]2[CH:22]=[CH:21][CH:20]=[CH:19][CH:18]=2)[CH2:12][CH2:11]1)=[O:9])([CH3:6])([CH3:5])[CH3:4].C1(N2CCC(S(C3C=CC([C:66]4[CH:71]=[CH:70][C:69]([O:72][C:73]([F:78])([F:77])[CH:74]([F:76])[F:75])=[CH:68][CH:67]=4)=CC=3)(=O)=O)(C(OC(C)(C)C)=O)CC2)CC1.C([O-])([O-])=O.[Na+].[Na+]. (5) Given the product [F:43][C:2]1([F:1])[CH2:6][C@H:5]([O:7][C:8]2[CH:13]=[CH:12][C:11]([S:14]([NH:17][C:18]3[CH:23]=[CH:22][N:21]=[CH:20][N:19]=3)(=[O:16])=[O:15])=[C:10]([F:35])[C:9]=2[F:36])[C@@H:4]([C:37]2[N:41]([CH3:42])[N:40]=[CH:39][CH:38]=2)[CH2:3]1, predict the reactants needed to synthesize it. The reactants are: [F:1][C:2]1([F:43])[CH2:6][C@H:5]([O:7][C:8]2[CH:13]=[CH:12][C:11]([S:14]([N:17](CC3C=CC(OC)=CC=3OC)[C:18]3[CH:23]=[CH:22][N:21]=[CH:20][N:19]=3)(=[O:16])=[O:15])=[C:10]([F:35])[C:9]=2[F:36])[C@@H:4]([C:37]2[N:41]([CH3:42])[N:40]=[CH:39][CH:38]=2)[CH2:3]1.C([SiH](CC)CC)C.FC(F)(F)C(O)=O. (6) Given the product [C:27]([O:31][C:32]([N:17]1[CH2:18][CH2:19][CH:14]([O:13][C:9]2[CH:8]=[C:7]3[C:12](=[CH:11][CH:10]=2)[C:3]([Cl:2])=[N:4][CH:5]=[CH:6]3)[CH2:15][CH2:16]1)=[O:33])([CH3:30])([CH3:29])[CH3:28], predict the reactants needed to synthesize it. The reactants are: Cl.[Cl:2][C:3]1[C:12]2[C:7](=[CH:8][C:9]([O:13][CH:14]3[CH2:19][CH2:18][NH:17][CH2:16][CH2:15]3)=[CH:10][CH:11]=2)[CH:6]=[CH:5][N:4]=1.C(N(CC)CC)C.[C:27]([O:31][C:32](=O)[O-:33])([CH3:30])([CH3:29])[CH3:28]. (7) Given the product [Br:1][C:2]1[CH:10]=[CH:9][CH:8]=[C:7]2[C:3]=1[C:4]1([CH2:18][O:19][C:21]3[CH:22]=[C:23]4[C:24](=[CH:30][C:20]1=3)[CH2:25][C:26]([CH3:29])([CH3:28])[O:27]4)[C:5](=[O:17])[N:6]2[CH2:11][C:12]([O:14][CH2:15][CH3:16])=[O:13], predict the reactants needed to synthesize it. The reactants are: [Br:1][C:2]1[CH:10]=[CH:9][CH:8]=[C:7]2[C:3]=1[C:4]([C:20]1[C:21](O)=[CH:22][C:23]3[O:27][C:26]([CH3:29])([CH3:28])[CH2:25][C:24]=3[CH:30]=1)([CH2:18][OH:19])[C:5](=[O:17])[N:6]2[CH2:11][C:12]([O:14][CH2:15][CH3:16])=[O:13].C1(CCN2C3C(=CC=CC=3)C(C3C(O)=CC4OCOC=4C=3)(CO)C2=O)CC1. (8) Given the product [Cl:34][C:31]1[CH:30]=[CH:29][C:28]([CH:8]([C:5]2[CH:4]=[CH:3][C:2]([Cl:1])=[CH:7][CH:6]=2)[N:9]2[CH2:12][C:11](=[C:13]([C:20]3[CH:21]=[C:22]([F:27])[CH:23]=[C:24]([F:26])[CH:25]=3)[C:14]([CH3:18])([CH3:17])[C:15]#[N:16])[CH2:10]2)=[CH:33][CH:32]=1, predict the reactants needed to synthesize it. The reactants are: [Cl:1][C:2]1[CH:7]=[CH:6][C:5]([CH:8]([C:28]2[CH:33]=[CH:32][C:31]([Cl:34])=[CH:30][CH:29]=2)[N:9]2[CH2:12][CH:11]([C:13]([C:20]3[CH:25]=[C:24]([F:26])[CH:23]=[C:22]([F:27])[CH:21]=3)(O)[C:14]([CH3:18])([CH3:17])[C:15]#[N:16])[CH2:10]2)=[CH:4][CH:3]=1.P(Cl)(Cl)(Cl)=O. (9) The reactants are: [CH3:1][O:2][C:3](=[O:33])[CH2:4][O:5][C:6]1[CH:15]=[CH:14][C:13]([F:16])=[C:12]2[C:7]=1[C:8](=[O:32])[C:9]([CH2:20][C:21]1[CH:26]=[CH:25][C:24]([N:27]3[CH:31]=[CH:30][CH:29]=[N:28]3)=[CH:23][CH:22]=1)=[C:10]([CH:17]([CH3:19])[CH3:18])[NH:11]2.Cl[CH:35]([F:37])[F:36]. Given the product [CH3:1][O:2][C:3](=[O:33])[CH2:4][O:5][C:6]1[CH:15]=[CH:14][C:13]([F:16])=[C:12]2[C:7]=1[C:8]([O:32][CH:35]([F:37])[F:36])=[C:9]([CH2:20][C:21]1[CH:26]=[CH:25][C:24]([N:27]3[CH:31]=[CH:30][CH:29]=[N:28]3)=[CH:23][CH:22]=1)[C:10]([CH:17]([CH3:19])[CH3:18])=[N:11]2, predict the reactants needed to synthesize it. (10) The reactants are: [N:1]1[CH:6]=[CH:5][CH:4]=[CH:3][N:2]=1.[NH2:7]OS(O)(=O)=O.C(=O)(O)[O-].[K+].[CH3:18][O:19][C:20]1[CH:25]=[CH:24][C:23]([C:26]#[C:27][C:28](=[O:30])[CH3:29])=[CH:22][CH:21]=1.[OH-].[K+]. Given the product [CH3:18][O:19][C:20]1[CH:25]=[CH:24][C:23]([C:26]2[C:27]([C:28](=[O:30])[CH3:29])=[C:6]3[N:1]([N:2]=[CH:3][CH:4]=[CH:5]3)[N:7]=2)=[CH:22][CH:21]=1, predict the reactants needed to synthesize it.